This data is from NCI-60 drug combinations with 297,098 pairs across 59 cell lines. The task is: Regression. Given two drug SMILES strings and cell line genomic features, predict the synergy score measuring deviation from expected non-interaction effect. Drug 1: CC1C(C(=O)NC(C(=O)N2CCCC2C(=O)N(CC(=O)N(C(C(=O)O1)C(C)C)C)C)C(C)C)NC(=O)C3=C4C(=C(C=C3)C)OC5=C(C(=O)C(=C(C5=N4)C(=O)NC6C(OC(=O)C(N(C(=O)CN(C(=O)C7CCCN7C(=O)C(NC6=O)C(C)C)C)C)C(C)C)C)N)C. Drug 2: C(CCl)NC(=O)N(CCCl)N=O. Cell line: SK-MEL-28. Synergy scores: CSS=5.60, Synergy_ZIP=-6.26, Synergy_Bliss=-5.05, Synergy_Loewe=-14.4, Synergy_HSA=-3.95.